From a dataset of Full USPTO retrosynthesis dataset with 1.9M reactions from patents (1976-2016). Predict the reactants needed to synthesize the given product. (1) Given the product [F:20][C:21]1[CH:26]=[C:25]([O:27][CH3:28])[CH:24]=[CH:23][C:22]=1[C:2]1[C:10]([CH3:11])=[CH:9][C:8]2[C:4](=[CH:5][N:6]([CH2:12][O:13][CH2:14][CH2:15][Si:16]([CH3:19])([CH3:18])[CH3:17])[N:7]=2)[CH:3]=1, predict the reactants needed to synthesize it. The reactants are: Br[C:2]1[C:10]([CH3:11])=[CH:9][C:8]2[C:4](=[CH:5][N:6]([CH2:12][O:13][CH2:14][CH2:15][Si:16]([CH3:19])([CH3:18])[CH3:17])[N:7]=2)[CH:3]=1.[F:20][C:21]1[CH:26]=[C:25]([O:27][CH3:28])[CH:24]=[CH:23][C:22]=1B(O)O.C(=O)([O-])[O-].[K+].[K+]. (2) Given the product [NH2:21][C@@H:14]1[CH:15]([C:18]([OH:20])=[O:19])[CH2:16][CH2:17][N:12]([C:8]2[C:7]([F:30])=[C:6]([NH2:5])[N:11]=[CH:10][N:9]=2)[CH2:13]1, predict the reactants needed to synthesize it. The reactants are: CC(O)C.[NH2:5][C:6]1[N:11]=[CH:10][N:9]=[C:8]([N:12]2[CH2:17][CH2:16][CH:15]([C:18]([OH:20])=[O:19])[C@@H:14]([NH:21][C@H](C3C=CC=CC=3)C)[CH2:13]2)[C:7]=1[F:30].O.[F-].[K+].[H][H]. (3) Given the product [Br:1][C:2]1[CH:12]=[CH:11][C:10]([O:13][CH3:14])=[C:4]2[C:3]=1[CH2:15][N:30]([CH2:29][C:26]1[CH:25]=[CH:24][C:23]([C:21]3[CH:20]=[N:19][N:18]([CH3:17])[CH:22]=3)=[CH:28][CH:27]=1)[C:5]2=[O:7], predict the reactants needed to synthesize it. The reactants are: [Br:1][C:2]1[C:3]([CH2:15]Br)=[C:4]([C:10]([O:13][CH3:14])=[CH:11][CH:12]=1)[C:5]([O:7]CC)=O.[CH3:17][N:18]1[CH:22]=[C:21]([C:23]2[CH:28]=[CH:27][C:26]([CH2:29][NH2:30])=[CH:25][CH:24]=2)[CH:20]=[N:19]1.C(=O)([O-])[O-].[K+].[K+].O. (4) Given the product [NH2:42][C:40]1[CH:41]=[CH:36][CH:37]=[CH:38][C:39]=1[NH:44][C:12]([C:10]1[S:9][C:8]2[CH2:3][N:4]([C:15]([S:23][CH3:24])=[N:16][C:17]3[CH:18]=[CH:19][CH:20]=[CH:21][CH:22]=3)[CH2:5][CH2:6][C:7]=2[N:11]=1)=[O:14], predict the reactants needed to synthesize it. The reactants are: C([CH:3]1[C:8]2[S:9][C:10]([C:12]([OH:14])=O)=[N:11][C:7]=2[CH2:6][CH2:5][N:4]1/[C:15](/[S:23][CH3:24])=[N:16]/[C:17]1[CH:22]=[CH:21][CH:20]=[CH:19][CH:18]=1)C.CCN=C=NCCCN(C)C.[CH:36]1[CH:37]=[CH:38][C:39]2[N:44](O)N=[N:42][C:40]=2[CH:41]=1.C(N(CC)CC)C. (5) The reactants are: S(Cl)(Cl)=O.[C:5]([CH2:7][C:8]1[CH:13]=[CH:12][CH:11]=[CH:10][C:9]=1[C:14]1[CH:19]=[CH:18][C:17]([C:20]([OH:22])=O)=[CH:16][CH:15]=1)#[N:6].[N:23]1[CH:28]=[CH:27][CH:26]=[C:25]([CH2:29][NH:30][C:31]([C:33]2[N:42]3[C:36]([CH2:37][NH:38][C:39]4[CH:46]=[CH:45][CH:44]=[CH:43][C:40]=4[CH2:41]3)=[CH:35][CH:34]=2)=[O:32])[CH:24]=1.CN(C)C=O. Given the product [C:5]([CH2:7][C:8]1[CH:13]=[CH:12][CH:11]=[CH:10][C:9]=1[C:14]1[CH:15]=[CH:16][C:17]([C:20]([N:38]2[C:39]3[CH:46]=[CH:45][CH:44]=[CH:43][C:40]=3[CH2:41][N:42]3[C:33]([C:31]([NH:30][CH2:29][C:25]4[CH:24]=[N:23][CH:28]=[CH:27][CH:26]=4)=[O:32])=[CH:34][CH:35]=[C:36]3[CH2:37]2)=[O:22])=[CH:18][CH:19]=1)#[N:6], predict the reactants needed to synthesize it. (6) Given the product [CH3:27][O:28][C:29]1[N:34]=[CH:33][C:32]([C:2]2[CH:7]=[CH:6][C:5]([NH:8][S:9]([C:12]3[S:16][C:15]4[CH:17]=[CH:18][C:19]([F:21])=[CH:20][C:14]=4[C:13]=3[CH3:22])(=[O:11])=[O:10])=[C:4]([C:23]([F:26])([F:24])[F:25])[CH:3]=2)=[CH:31][N:30]=1, predict the reactants needed to synthesize it. The reactants are: Br[C:2]1[CH:7]=[CH:6][C:5]([NH:8][S:9]([C:12]2[S:16][C:15]3[CH:17]=[CH:18][C:19]([F:21])=[CH:20][C:14]=3[C:13]=2[CH3:22])(=[O:11])=[O:10])=[C:4]([C:23]([F:26])([F:25])[F:24])[CH:3]=1.[CH3:27][O:28][C:29]1[N:34]=[CH:33][C:32](B(O)O)=[CH:31][N:30]=1. (7) Given the product [Br:1][CH2:2][CH2:3][CH2:4][C:5]([NH:8][CH2:9][CH:10]1[O:15][CH:14]([C:16]2[O:17][C:18]([Cl:21])=[CH:19][CH:20]=2)[C:13]2=[C:22]3[N:34]([CH3:35])[C:33](=[O:36])[N:32]([CH3:37])[C:31](=[O:38])[C:23]3=[C:24]([C:25]3[S:26][CH:27]=[C:28]([CH3:30])[N:29]=3)[N:12]2[CH2:11]1)=[O:6], predict the reactants needed to synthesize it. The reactants are: [Br:1][CH2:2][CH2:3][CH2:4][C:5](Cl)=[O:6].[NH2:8][CH2:9][CH:10]1[O:15][CH:14]([C:16]2[O:17][C:18]([Cl:21])=[CH:19][CH:20]=2)[C:13]2=[C:22]3[N:34]([CH3:35])[C:33](=[O:36])[N:32]([CH3:37])[C:31](=[O:38])[C:23]3=[C:24]([C:25]3[S:26][CH:27]=[C:28]([CH3:30])[N:29]=3)[N:12]2[CH2:11]1.C(N(CC)CC)C. (8) Given the product [N:13]1[N:14]=[C:15]([C:2]2[CH:11]=[CH:10][C:9]3[C:4](=[C:5]([F:12])[CH:6]=[CH:7][CH:8]=3)[N:3]=2)[N:16]2[CH:21]=[CH:20][CH:19]=[CH:18][C:17]=12, predict the reactants needed to synthesize it. The reactants are: Cl[C:2]1[CH:11]=[CH:10][C:9]2[C:4](=[C:5]([F:12])[CH:6]=[CH:7][CH:8]=2)[N:3]=1.[N:13]1[N:14]=[CH:15][N:16]2[CH:21]=[CH:20][CH:19]=[CH:18][C:17]=12.C([O-])([O-])=O.[Cs+].[Cs+].